Dataset: Reaction yield outcomes from USPTO patents with 853,638 reactions. Task: Predict the reaction yield, written as a fraction of the theoretical maximum amount of product (1.0 means a 100% yield; for example, 0.34 means a 34% yield). (1) The reactants are [Br:1][C:2]1[CH:7]=[CH:6][C:5]([CH2:8][C:9]#N)=[C:4]([Cl:11])[CH:3]=1.[CH3:12][OH:13].Cl.[OH2:15]. No catalyst specified. The product is [CH3:12][O:13][C:9](=[O:15])[CH2:8][C:5]1[CH:6]=[CH:7][C:2]([Br:1])=[CH:3][C:4]=1[Cl:11]. The yield is 0.800. (2) The reactants are Br[C:2]1[N:6]=[CH:5][N:4]([C:7]2[CH:12]=[CH:11][C:10]([O:13][C:14]([F:17])([F:16])[F:15])=[CH:9][CH:8]=2)[N:3]=1.CC1(C)C(C)(C)OB([C:26]2[CH:31]=[CH:30][C:29]([CH2:32][C:33]([O:35][CH3:36])=[O:34])=[CH:28][CH:27]=2)O1.F[B-](F)(F)F.C([PH+](C(C)(C)C)C(C)(C)C)(C)(C)C.[F-].[Cs+]. The catalyst is O1CCOCC1.O.[Cl-].[Na+].O.C([O-])(=O)C.[Pd+2].C([O-])(=O)C. The product is [F:15][C:14]([F:17])([F:16])[O:13][C:10]1[CH:11]=[CH:12][C:7]([N:4]2[CH:5]=[N:6][C:2]([C:26]3[CH:31]=[CH:30][C:29]([CH2:32][C:33]([O:35][CH3:36])=[O:34])=[CH:28][CH:27]=3)=[N:3]2)=[CH:8][CH:9]=1. The yield is 0.820.